This data is from Full USPTO retrosynthesis dataset with 1.9M reactions from patents (1976-2016). The task is: Predict the reactants needed to synthesize the given product. (1) Given the product [O:1]1[C:5]2[CH:6]=[CH:7][C:8]([C:10]([CH2:11][CH3:12])=[C:24]([C:26]3[CH:31]=[CH:30][C:29]([OH:32])=[CH:28][CH:27]=3)[C:21]3[CH:22]=[CH:23][C:18]([O:17][CH2:16][CH2:15][Cl:14])=[CH:19][CH:20]=3)=[CH:9][C:4]=2[N:3]=[CH:2]1, predict the reactants needed to synthesize it. The reactants are: [O:1]1[C:5]2[CH:6]=[CH:7][C:8]([C:10](=O)[CH2:11][CH3:12])=[CH:9][C:4]=2[N:3]=[CH:2]1.[Cl:14][CH2:15][CH2:16][O:17][C:18]1[CH:23]=[CH:22][C:21]([C:24]([C:26]2[CH:31]=[CH:30][C:29]([OH:32])=[CH:28][CH:27]=2)=O)=[CH:20][CH:19]=1. (2) Given the product [NH2:1][C:2]1[C:3]([C:12]2[CH:27]=[CH:26][C:15]([C:16]([NH:18][CH2:19][C:20]3[CH:21]=[CH:22][CH:23]=[CH:24][CH:25]=3)=[O:17])=[C:14]([F:28])[CH:13]=2)=[N:4][C:5]([CH2:8][C@H:9]([OH:11])[CH3:10])=[CH:6][N:7]=1, predict the reactants needed to synthesize it. The reactants are: [NH2:1][C:2]1[C:3]([C:12]2[CH:27]=[CH:26][C:15]([C:16]([NH:18][CH2:19][C:20]3[CH:25]=[CH:24][CH:23]=[CH:22][CH:21]=3)=[O:17])=[C:14]([F:28])[CH:13]=2)=[N:4][C:5]([CH2:8][CH:9]([OH:11])[CH3:10])=[CH:6][N:7]=1. (3) Given the product [C:22]([Si:19]([CH3:21])([CH3:20])[O:18][CH2:17][CH2:16][O:1][C:2]1[C:9]([CH3:10])=[C:8]([O:11][CH2:12][CH2:13][CH3:14])[CH:7]=[CH:6][C:3]=1[CH:4]=[O:5])([CH3:25])([CH3:24])[CH3:23], predict the reactants needed to synthesize it. The reactants are: [OH:1][C:2]1[C:9]([CH3:10])=[C:8]([O:11][CH2:12][CH2:13][CH3:14])[CH:7]=[CH:6][C:3]=1[CH:4]=[O:5].Br[CH2:16][CH2:17][O:18][Si:19]([C:22]([CH3:25])([CH3:24])[CH3:23])([CH3:21])[CH3:20]. (4) The reactants are: [F:1][C:2]1[CH:3]=[C:4]([C:8]#[C:9][C:10]2[CH:15]=[CH:14][C:13]([C:16]3[N:20]=[C:19]([CH:21]([OH:23])[CH3:22])[O:18][N:17]=3)=[CH:12][CH:11]=2)[CH:5]=[CH:6][CH:7]=1.[H-].[Na+].[CH3:26]I. Given the product [F:1][C:2]1[CH:3]=[C:4]([C:8]#[C:9][C:10]2[CH:11]=[CH:12][C:13]([C:16]3[N:20]=[C:19]([CH:21]([O:23][CH3:26])[CH3:22])[O:18][N:17]=3)=[CH:14][CH:15]=2)[CH:5]=[CH:6][CH:7]=1, predict the reactants needed to synthesize it. (5) Given the product [Cl:11][C:12]1[CH:17]=[CH:16][N:15]2[N:18]=[C:19]([C:21]3[CH:22]=[CH:23][C:24]([O:27][CH3:28])=[CH:25][CH:26]=3)[C:20]([CH:3]=[O:4])=[C:14]2[CH:13]=1, predict the reactants needed to synthesize it. The reactants are: CN(C)[CH:3]=[O:4].P(Cl)(Cl)(Cl)=O.[Cl:11][C:12]1[CH:17]=[CH:16][N:15]2[N:18]=[C:19]([C:21]3[CH:26]=[CH:25][C:24]([O:27][CH3:28])=[CH:23][CH:22]=3)[CH:20]=[C:14]2[CH:13]=1.O. (6) Given the product [CH3:1][O:2][C:3]1[CH:8]=[CH:7][C:6]([CH2:9][OH:10])=[CH:5][C:4]=1[C:11]1[CH:16]=[CH:15][C:14]([O:17][CH3:18])=[CH:13][CH:12]=1, predict the reactants needed to synthesize it. The reactants are: [CH3:1][O:2][C:3]1[CH:8]=[CH:7][C:6]([CH:9]=[O:10])=[CH:5][C:4]=1[C:11]1[CH:16]=[CH:15][C:14]([O:17][CH3:18])=[CH:13][CH:12]=1.[BH4-]. (7) Given the product [F:38][C:35]1[CH:36]=[CH:37][C:32]([NH:31][C:28]2[O:27][C:26]([C:24]3[NH:39][C:19]4[CH:18]=[C:17]([O:16][C@@H:13]5[CH2:14][CH2:15][C@H:10]([C:8]([O:7][CH2:5][CH3:6])=[O:9])[CH2:11][CH2:12]5)[CH:22]=[CH:21][C:20]=4[N:23]=3)=[N:30][N:29]=2)=[CH:33][CH:34]=1, predict the reactants needed to synthesize it. The reactants are: C(O)(=O)C.[CH2:5]([O:7][C:8]([CH:10]1[CH2:15][CH2:14][CH:13]([O:16][C:17]2[CH:22]=[CH:21][C:20]([NH:23][C:24]([C:26]3[O:27][C:28]([NH:31][C:32]4[CH:37]=[CH:36][C:35]([F:38])=[CH:34][CH:33]=4)=[N:29][N:30]=3)=O)=[C:19]([NH2:39])[CH:18]=2)[CH2:12][CH2:11]1)=[O:9])[CH3:6].